Dataset: Full USPTO retrosynthesis dataset with 1.9M reactions from patents (1976-2016). Task: Predict the reactants needed to synthesize the given product. (1) Given the product [CH3:2][C:3]1[C:7]([O:8][C:9]2[CH:14]=[CH:13][CH:12]=[C:11]([O:15][C:16]([F:18])([F:17])[F:19])[CH:10]=2)=[N:6][N:5]([C:20]2[CH:25]=[CH:24][C:23]([C:26]([F:28])([F:27])[F:29])=[CH:22][CH:21]=2)[N:4]=1, predict the reactants needed to synthesize it. The reactants are: Br[CH2:2][C:3]1[C:7]([O:8][C:9]2[CH:14]=[CH:13][CH:12]=[C:11]([O:15][C:16]([F:19])([F:18])[F:17])[CH:10]=2)=[N:6][N:5]([C:20]2[CH:25]=[CH:24][C:23]([C:26]([F:29])([F:28])[F:27])=[CH:22][CH:21]=2)[N:4]=1. (2) Given the product [CH3:12][N:13]1[C:21]2[C:16](=[CH:17][C:18]([N+:22]([O-:24])=[O:23])=[CH:19][CH:20]=2)[CH:15]=[C:14]1[CH2:25][OH:26], predict the reactants needed to synthesize it. The reactants are: S(=O)(=O)(O)O.[H-].[Al+3].[Li+].[H-].[H-].[H-].[CH3:12][N:13]1[C:21]2[C:16](=[CH:17][C:18]([N+:22]([O-:24])=[O:23])=[CH:19][CH:20]=2)[CH:15]=[C:14]1[C:25](OCC)=[O:26].O. (3) The reactants are: [C:1]([O:5][C:6]([N:8]1[CH2:12][CH2:11][C:10]([C:14]2[CH:19]=[C:18]([F:20])[CH:17]=[C:16]([F:21])[CH:15]=2)([OH:13])[CH2:9]1)=[O:7])([CH3:4])([CH3:3])[CH3:2].[H-].[Na+].I[CH3:25].[Cl-].[NH4+]. Given the product [F:20][C:18]1[CH:19]=[C:14]([C:10]2([O:13][CH3:25])[CH2:11][CH2:12][N:8]([C:6]([O:5][C:1]([CH3:4])([CH3:2])[CH3:3])=[O:7])[CH2:9]2)[CH:15]=[C:16]([F:21])[CH:17]=1, predict the reactants needed to synthesize it. (4) Given the product [O:11]=[C:6]1[CH2:7][CH2:8][CH2:9][CH2:10][N:5]1[CH2:4][CH:3]=[O:2], predict the reactants needed to synthesize it. The reactants are: C[O:2][CH:3](OC)[CH2:4][N:5]1[CH2:10][CH2:9][CH2:8][CH2:7][C:6]1=[O:11]. (5) Given the product [F:11][C:12]1[CH:13]=[CH:14][C:15]([O:16][CH2:17][CH:18]([O:25][CH2:26][O:27][CH2:28][CH2:29][O:30][CH3:31])[CH2:19][CH2:20][CH2:21][CH2:22][CH:23]=[O:24])=[CH:32][CH:33]=1, predict the reactants needed to synthesize it. The reactants are: C(Cl)(=O)C(Cl)=O.CS(C)=O.[F:11][C:12]1[CH:33]=[CH:32][C:15]([O:16][CH2:17][CH:18]([O:25][CH2:26][O:27][CH2:28][CH2:29][O:30][CH3:31])[CH2:19][CH2:20][CH2:21][CH2:22][CH2:23][OH:24])=[CH:14][CH:13]=1. (6) Given the product [F:1][C:2]1[CH:7]=[C:6]([O:8][CH2:9][C:10]2[CH:15]=[CH:14][C:13]([O:16][CH2:17]/[C:18](=[N:25]\[O:26][CH3:27])/[C:19]3[CH:24]=[CH:23][CH:22]=[CH:21][CH:20]=3)=[C:12]([O:28][CH3:29])[CH:11]=2)[CH:5]=[CH:4][C:3]=1[CH2:30][CH2:31][C:32]([O-:34])=[O:33].[Na+:36], predict the reactants needed to synthesize it. The reactants are: [F:1][C:2]1[CH:7]=[C:6]([O:8][CH2:9][C:10]2[CH:15]=[CH:14][C:13]([O:16][CH2:17]/[C:18](=[N:25]\[O:26][CH3:27])/[C:19]3[CH:24]=[CH:23][CH:22]=[CH:21][CH:20]=3)=[C:12]([O:28][CH3:29])[CH:11]=2)[CH:5]=[CH:4][C:3]=1[CH2:30][CH2:31][C:32]([OH:34])=[O:33].[OH-].[Na+:36].